From a dataset of Full USPTO retrosynthesis dataset with 1.9M reactions from patents (1976-2016). Predict the reactants needed to synthesize the given product. (1) Given the product [Si:43]([O:50][CH2:51][C:52]([NH:54][C:20]([C:19]1[C:13]2[C:14](=[N:15][CH:16]=[C:11]([C:6]3[C:5]4[C:9](=[CH:10][C:2]([CH3:1])=[CH:3][CH:4]=4)[NH:8][N:7]=3)[N:12]=2)[NH:17][CH:18]=1)=[O:21])([CH3:55])[CH3:53])([C:46]([CH3:49])([CH3:48])[CH3:47])([CH3:45])[CH3:44], predict the reactants needed to synthesize it. The reactants are: [CH3:1][C:2]1[CH:10]=[C:9]2[C:5]([C:6]([C:11]3[N:12]=[C:13]4[C:19]([C:20](O)=[O:21])=[CH:18][NH:17][C:14]4=[N:15][CH:16]=3)=[N:7][NH:8]2)=[CH:4][CH:3]=1.CCN=C=NCCCN(C)C.CCN(C(C)C)C(C)C.[Si:43]([O:50][CH2:51][C:52]([CH3:55])([NH2:54])[CH3:53])([C:46]([CH3:49])([CH3:48])[CH3:47])([CH3:45])[CH3:44]. (2) Given the product [CH2:1]([O:3][C:4](=[O:12])[C:5]1[CH:10]=[CH:9][C:8]([NH:13][C:14]2[CH:15]=[N:16][C:17]([CH3:20])=[CH:18][CH:19]=2)=[CH:7][CH:6]=1)[CH3:2], predict the reactants needed to synthesize it. The reactants are: [CH2:1]([O:3][C:4](=[O:12])[C:5]1[CH:10]=[CH:9][C:8](I)=[CH:7][CH:6]=1)[CH3:2].[NH2:13][C:14]1[CH:15]=[N:16][C:17]([CH3:20])=[CH:18][CH:19]=1.C([O-])([O-])=O.[Cs+].[Cs+]. (3) Given the product [C:1]([O:4][C@@H:5]([CH3:6])/[CH:7]=[CH:8]\[C:9]([NH:11][C@H:12]1[C@@H:13]([CH3:61])[O:14][C@@H:15]([CH2:19]/[CH:20]=[C:21](\[CH3:60])/[CH:22]=[CH:23]/[C@@H:24]2[C@@H:25]([OH:59])[C@@:26]3([O:28][CH2:27]3)[CH2:29][C@@H:30]([CH2:32][C:33]([NH:35]/[N:36]=[C:37](/[C:39]3[CH:44]=[CH:43][C:42]([O:45][CH2:46][CH2:47][CH2:48][C:49]([OH:51])=[O:50])=[CH:41][CH:40]=3)\[CH3:38])=[O:34])[O:31]2)[C@@H:16]([CH3:18])[CH2:17]1)=[O:10])(=[O:3])[CH3:2], predict the reactants needed to synthesize it. The reactants are: [C:1]([O:4][C@H:5](/[CH:7]=[CH:8]\[C:9]([NH:11][C@@H:12]1[CH2:17][C@H:16]([CH3:18])[C@H:15]([CH2:19]/[CH:20]=[C:21](\[CH3:60])/[CH:22]=[CH:23]/[C@H:24]2[O:31][C@H:30]([CH2:32][C:33]([NH:35]/[N:36]=[C:37](/[C:39]3[CH:44]=[CH:43][C:42]([O:45][CH2:46][CH2:47][CH2:48][C:49]([O:51]N4C(=O)CCC4=O)=[O:50])=[CH:41][CH:40]=3)\[CH3:38])=[O:34])[CH2:29][C@:26]3([O:28][CH2:27]3)[C@@H:25]2[OH:59])[O:14][C@@H:13]1[CH3:61])=[O:10])[CH3:6])(=[O:3])[CH3:2].C1CCC(N=C=NC2CCCCC2)CC1.ON1C(=O)CCC1=O. (4) Given the product [CH2:1]([O:3][C:4](=[O:11])[CH:5]([Br:17])[C:6](=[O:10])[CH:7]([F:9])[F:8])[CH3:2], predict the reactants needed to synthesize it. The reactants are: [CH2:1]([O:3][C:4](=[O:11])[CH2:5][C:6](=[O:10])[CH:7]([F:9])[F:8])[CH3:2].C(=O)([O-])[O-].[Ca+2].[Br:17]Br.